This data is from Catalyst prediction with 721,799 reactions and 888 catalyst types from USPTO. The task is: Predict which catalyst facilitates the given reaction. (1) Reactant: [NH2:1][C:2]1[C:7]([F:8])=[C:6]([C:9]2[C:10](=[O:23])[N:11]([CH3:22])[C:12]3[C:17]([CH:18]=2)=[CH:16][N:15]=[C:14]([NH:19][CH2:20][CH3:21])[CH:13]=3)[C:5]([F:24])=[CH:4][N:3]=1.C(N(CC)CC)C.[CH2:32]([S:35](Cl)(=[O:37])=[O:36])[CH2:33][CH3:34].C(=O)(O)[O-].[Na+]. Product: [CH2:20]([NH:19][C:14]1[CH:13]=[C:12]2[C:17]([CH:18]=[C:9]([C:6]3[C:5]([F:24])=[CH:4][N:3]=[C:2]([NH:1][S:35]([CH2:32][CH2:33][CH3:34])(=[O:37])=[O:36])[C:7]=3[F:8])[C:10](=[O:23])[N:11]2[CH3:22])=[CH:16][N:15]=1)[CH3:21]. The catalyst class is: 2. (2) Reactant: [N+:1]([C:4]1[C:5]([C:10]([OH:12])=O)=[N:6][CH:7]=[CH:8][CH:9]=1)([O-:3])=[O:2].Cl.CN.C(Cl)CCl.C1C=CC2N(O)N=[N:26][C:24]=2C=1.CCN(C(C)C)C(C)C. Product: [CH3:24][NH:26][C:10](=[O:12])[C:5]1[C:4]([N+:1]([O-:3])=[O:2])=[CH:9][CH:8]=[CH:7][N:6]=1. The catalyst class is: 3. (3) Reactant: [F:1][C:2]1[CH:21]=[CH:20][C:5]2[C:6]([C:9]3[CH:14]=[CH:13][C:12]([O:15][CH2:16][C@H:17]4[CH2:19][O:18]4)=[CH:11][CH:10]=3)=[N:7][O:8][C:4]=2[CH:3]=1.[CH2:22]1[C:27]2[C:28]3[C:33]([NH:34][C:26]=2[CH2:25][NH:24][CH2:23]1)=[CH:32][CH:31]=[CH:30][CH:29]=3. Product: [F:1][C:2]1[CH:21]=[CH:20][C:5]2[C:6]([C:9]3[CH:10]=[CH:11][C:12]([O:15][CH2:16][C@H:17]([OH:18])[CH2:19][N:24]4[CH2:23][CH2:22][C:27]5[C:28]6[C:33](=[CH:32][CH:31]=[CH:30][CH:29]=6)[NH:34][C:26]=5[CH2:25]4)=[CH:13][CH:14]=3)=[N:7][O:8][C:4]=2[CH:3]=1. The catalyst class is: 737. (4) Reactant: [Cl:1][CH2:2][CH2:3][CH2:4][O:5][C:6]1[CH:21]=[CH:20][C:9]([C:10]([NH:12][C:13]2[CH:14]=[N:15][CH:16]=[CH:17][C:18]=2Cl)=O)=[CH:8][CH:7]=1.COC1C=CC(P2(=S)SP(C3C=CC(OC)=CC=3)(=S)[S:31]2)=CC=1.O. Product: [Cl:1][CH2:2][CH2:3][CH2:4][O:5][C:6]1[CH:21]=[CH:20][C:9]([C:10]2[S:31][C:18]3[CH:17]=[CH:16][N:15]=[CH:14][C:13]=3[N:12]=2)=[CH:8][CH:7]=1. The catalyst class is: 11. (5) Reactant: CN([C:4]([O:8]N1N=NC2C=CC=CC1=2)=[N+](C)C)C.F[P-](F)(F)(F)(F)F.ON1C2C=CC=[CH:34][C:29]=2[N:28]=N1.C(N(CC)CC)C.[NH2:42][C:43]([C:45]1[C:53]2[CH2:52][CH2:51][C:50]3[CH:54]=[CH:55][C:56]([NH:58][C:59](=[O:67])[C:60]4[CH:65]=[CH:64][CH:63]=[CH:62][C:61]=4[Cl:66])=[CH:57][C:49]=3[C:48]=2[N:47]([C:68]2[CH:73]=[CH:72][C:71](/[CH:74]=[CH:75]/[C:76](O)=[O:77])=[CH:70][CH:69]=2)[N:46]=1)=[O:44]. The catalyst class is: 9. Product: [Cl:66][C:61]1[CH:62]=[CH:63][CH:64]=[CH:65][C:60]=1[C:59]([NH:58][C:56]1[CH:55]=[CH:54][C:50]2[CH2:51][CH2:52][C:53]3[C:45]([C:43]([NH2:42])=[O:44])=[N:46][N:47]([C:68]4[CH:73]=[CH:72][C:71](/[CH:74]=[CH:75]/[C:76]([NH:28][CH2:29][CH2:34][O:8][CH3:4])=[O:77])=[CH:70][CH:69]=4)[C:48]=3[C:49]=2[CH:57]=1)=[O:67].